From a dataset of NCI-60 drug combinations with 297,098 pairs across 59 cell lines. Regression. Given two drug SMILES strings and cell line genomic features, predict the synergy score measuring deviation from expected non-interaction effect. (1) Drug 1: CCC(=C(C1=CC=CC=C1)C2=CC=C(C=C2)OCCN(C)C)C3=CC=CC=C3.C(C(=O)O)C(CC(=O)O)(C(=O)O)O. Drug 2: C(CN)CNCCSP(=O)(O)O. Cell line: OVCAR3. Synergy scores: CSS=8.11, Synergy_ZIP=-4.23, Synergy_Bliss=-6.02, Synergy_Loewe=-14.5, Synergy_HSA=-6.00. (2) Drug 1: CC12CCC3C(C1CCC2O)C(CC4=C3C=CC(=C4)O)CCCCCCCCCS(=O)CCCC(C(F)(F)F)(F)F. Drug 2: C1CNP(=O)(OC1)N(CCCl)CCCl. Cell line: HCT-15. Synergy scores: CSS=-8.83, Synergy_ZIP=-2.43, Synergy_Bliss=-18.7, Synergy_Loewe=-13.6, Synergy_HSA=-21.4. (3) Drug 1: CN(C)N=NC1=C(NC=N1)C(=O)N. Drug 2: CS(=O)(=O)CCNCC1=CC=C(O1)C2=CC3=C(C=C2)N=CN=C3NC4=CC(=C(C=C4)OCC5=CC(=CC=C5)F)Cl. Cell line: RXF 393. Synergy scores: CSS=2.73, Synergy_ZIP=0.596, Synergy_Bliss=2.78, Synergy_Loewe=-1.53, Synergy_HSA=-1.11. (4) Drug 1: CN(C)N=NC1=C(NC=N1)C(=O)N. Drug 2: COC1=C2C(=CC3=C1OC=C3)C=CC(=O)O2. Cell line: SR. Synergy scores: CSS=7.13, Synergy_ZIP=-1.23, Synergy_Bliss=2.15, Synergy_Loewe=2.48, Synergy_HSA=2.45. (5) Drug 1: COC1=CC(=CC(=C1O)OC)C2C3C(COC3=O)C(C4=CC5=C(C=C24)OCO5)OC6C(C(C7C(O6)COC(O7)C8=CC=CS8)O)O. Drug 2: C(=O)(N)NO. Cell line: SK-OV-3. Synergy scores: CSS=28.7, Synergy_ZIP=-6.60, Synergy_Bliss=-1.04, Synergy_Loewe=-86.9, Synergy_HSA=-2.49. (6) Drug 1: CCC1=C2CN3C(=CC4=C(C3=O)COC(=O)C4(CC)O)C2=NC5=C1C=C(C=C5)O. Drug 2: C1=CN(C=N1)CC(O)(P(=O)(O)O)P(=O)(O)O. Cell line: COLO 205. Synergy scores: CSS=22.1, Synergy_ZIP=-7.32, Synergy_Bliss=-2.77, Synergy_Loewe=-34.4, Synergy_HSA=-3.98.